Dataset: Full USPTO retrosynthesis dataset with 1.9M reactions from patents (1976-2016). Task: Predict the reactants needed to synthesize the given product. (1) Given the product [C:12]([O:11][C:9]([N:26]1[C:25](=[O:28])[CH2:24][C:23]2([CH2:22][CH2:21][C:20]([CH2:16][CH2:17][CH2:18][CH3:19])([N:31]([CH3:33])[CH3:32])[CH2:30][CH2:29]2)[CH2:27]1)=[O:10])([CH3:13])([CH3:14])[CH3:15], predict the reactants needed to synthesize it. The reactants are: [C:9](O[C:9]([O:11][C:12]([CH3:15])([CH3:14])[CH3:13])=[O:10])([O:11][C:12]([CH3:15])([CH3:14])[CH3:13])=[O:10].[CH2:16]([C:20]1([N:31]([CH3:33])[CH3:32])[CH2:30][CH2:29][C:23]2([CH2:27][NH:26][C:25](=[O:28])[CH2:24]2)[CH2:22][CH2:21]1)[CH2:17][CH2:18][CH3:19]. (2) Given the product [CH:8]1[C:9]2[C:4](=[CH:3][C:2]([C:12]([O:15][CH3:17])=[O:14])=[CH:11][CH:10]=2)[CH:5]=[CH:6][N:7]=1, predict the reactants needed to synthesize it. The reactants are: Br[C:2]1[CH:3]=[C:4]2[C:9](=[CH:10][CH:11]=1)[CH:8]=[N:7][CH:6]=[CH:5]2.[C:12]([O-:15])(=[O:14])C.[Na+].[C:17]1(P(C2C=CC=CC=2)C2C=CC=CC=2)C=CC=CC=1.[C]=O. (3) Given the product [C:19]1([S:25]([N:28]2[C:32]3[C:33]([Cl:38])=[N:34][CH:35]=[C:36]([OH:2])[C:31]=3[CH:30]=[CH:29]2)(=[O:27])=[O:26])[CH:24]=[CH:23][CH:22]=[CH:21][CH:20]=1, predict the reactants needed to synthesize it. The reactants are: B1(B2OC(C)(C)C(C)(C)O2)OC(C)(C)C(C)(C)[O:2]1.[C:19]1([S:25]([N:28]2[C:32]3=[C:33]([Cl:38])[N:34]=[CH:35][C:36](Br)=[C:31]3[CH:30]=[CH:29]2)(=[O:27])=[O:26])[CH:24]=[CH:23][CH:22]=[CH:21][CH:20]=1.CC([O-])=O.[K+].OO. (4) Given the product [O:20]1[CH2:21][CH2:22][CH2:23][CH:19]1[C:17]1[O:16][N:15]=[C:14]([CH2:13][NH:11][C:1]23[CH2:8][CH:7]4[CH2:6][CH:5]([CH2:4][CH:3]([CH2:9]4)[CH2:2]2)[CH2:10]3)[N:18]=1, predict the reactants needed to synthesize it. The reactants are: [C:1]12([NH2:11])[CH2:10][CH:5]3[CH2:6][CH:7]([CH2:9][CH:3]([CH2:4]3)[CH2:2]1)[CH2:8]2.Cl[CH2:13][C:14]1[N:18]=[C:17]([CH:19]2[CH2:23][CH2:22][CH2:21][O:20]2)[O:16][N:15]=1. (5) Given the product [O:11]=[C:1]1[C:2]2[C:3](=[CH:7][CH:8]=[CH:9][CH:10]=2)[C:4](=[O:6])[N:14]1[NH:13][C:12](=[O:15])[O:16][C:17]([CH3:20])([CH3:19])[CH3:18], predict the reactants needed to synthesize it. The reactants are: [C:1]1(=[O:11])[O:6][C:4](=O)[C:3]2=[CH:7][CH:8]=[CH:9][CH:10]=[C:2]12.[C:12]([O:16][C:17]([CH3:20])([CH3:19])[CH3:18])(=[O:15])[NH:13][NH2:14]. (6) Given the product [Br:19][C:17]1[CH:16]=[C:15]([F:20])[C:14]([Cl:21])=[C:13]([O:12][C:7]2[C:6]([F:22])=[C:5]([CH2:4][NH2:1])[CH:10]=[CH:9][C:8]=2[Cl:11])[CH:18]=1, predict the reactants needed to synthesize it. The reactants are: [N:1]([CH2:4][C:5]1[CH:10]=[CH:9][C:8]([Cl:11])=[C:7]([O:12][C:13]2[CH:18]=[C:17]([Br:19])[CH:16]=[C:15]([F:20])[C:14]=2[Cl:21])[C:6]=1[F:22])=[N+]=[N-].C1(P(C2C=CC=CC=2)C2C=CC=CC=2)C=CC=CC=1.O. (7) Given the product [Cl:25][C:5]1[CH:6]=[C:7]([N:8]([CH2:22][O:23][CH3:24])[S:9]([C:12]2[CH:17]=[CH:16][CH:15]=[C:14]([C:18]([F:21])([F:20])[F:19])[CH:13]=2)(=[O:11])=[O:10])[C:2]([CH:34]([C:33]2[C:36]([O:40][CH3:41])=[CH:37][CH:38]=[CH:39][C:32]=2[F:31])[OH:35])=[N:3][CH:4]=1, predict the reactants needed to synthesize it. The reactants are: Br[C:2]1[C:7]([N:8]([CH2:22][O:23][CH3:24])[S:9]([C:12]2[CH:17]=[CH:16][CH:15]=[C:14]([C:18]([F:21])([F:20])[F:19])[CH:13]=2)(=[O:11])=[O:10])=[CH:6][C:5]([Cl:25])=[CH:4][N:3]=1.C([Mg]Cl)(C)C.[F:31][C:32]1[CH:39]=[CH:38][CH:37]=[C:36]([O:40][CH3:41])[C:33]=1[CH:34]=[O:35]. (8) The reactants are: [C:1]1([CH2:11][N:12]2[CH2:17][CH2:16][CH:15]([CH2:18][NH:19][C:20]3[NH:24][C:23]4[CH:25]=[CH:26][CH:27]=[C:28]([N+:29]([O-])=O)[C:22]=4[N:21]=3)[CH2:14][CH2:13]2)[C:10]2[C:5](=[CH:6][CH:7]=[CH:8][CH:9]=2)[CH:4]=[CH:3][CH:2]=1.[C:32](O[C:32]([O:34][C:35]([CH3:38])([CH3:37])[CH3:36])=[O:33])([O:34][C:35]([CH3:38])([CH3:37])[CH3:36])=[O:33]. Given the product [C:35]([O:34][C:32]([N:24]1[C:23]2[CH:25]=[CH:26][CH:27]=[C:28]([NH2:29])[C:22]=2[N:21]=[C:20]1[NH:19][CH2:18][CH:15]1[CH2:16][CH2:17][N:12]([CH2:11][C:1]2[C:10]3[C:5](=[CH:6][CH:7]=[CH:8][CH:9]=3)[CH:4]=[CH:3][CH:2]=2)[CH2:13][CH2:14]1)=[O:33])([CH3:38])([CH3:37])[CH3:36], predict the reactants needed to synthesize it. (9) Given the product [IH:13].[CH3:2][O:3][C:4](=[O:12])[C@H:5]([CH2:7][C:8]([O:10][CH3:11])=[O:9])[NH2:6], predict the reactants needed to synthesize it. The reactants are: Cl.[CH3:2][O:3][C:4](=[O:12])[C@H:5]([CH2:7][C:8]([O:10][CH3:11])=[O:9])[NH2:6].[IH:13].